This data is from Reaction yield outcomes from USPTO patents with 853,638 reactions. The task is: Predict the reaction yield, written as a fraction of the theoretical maximum amount of product (1.0 means a 100% yield; for example, 0.34 means a 34% yield). (1) The reactants are [OH:1][C:2]1[CH:7]=[CH:6][C:5]([NH:8][C:9](=[O:11])[CH3:10])=[C:4]([O:12][CH2:13][C:14]2([CH3:17])[CH2:16][O:15]2)[CH:3]=1.[Cl:18][C:19]1[CH:32]=[CH:31][C:22]([CH2:23][N:24]2[CH2:29][CH2:28][CH:27]([NH2:30])[CH2:26][CH2:25]2)=[CH:21][CH:20]=1.C(OC(C)C)(=O)C. The catalyst is CO. The product is [Cl:18][C:19]1[CH:20]=[CH:21][C:22]([CH2:23][N:24]2[CH2:25][CH2:26][CH:27]([NH:30][CH2:16][C:14]([OH:15])([CH3:17])[CH2:13][O:12][C:4]3[CH:3]=[C:2]([OH:1])[CH:7]=[CH:6][C:5]=3[NH:8][C:9](=[O:11])[CH3:10])[CH2:28][CH2:29]2)=[CH:31][CH:32]=1. The yield is 0.720. (2) The reactants are [Br:1][C:2]1[CH:11]=[C:10]2[C:5]([C:6]([CH3:20])([CH3:19])[CH2:7][CH2:8][C:9]2([C:13]2[CH:18]=[CH:17][CH:16]=[CH:15][CH:14]=2)O)=[CH:4][C:3]=1[CH3:21].C1(C)C=CC(S(O)(=O)=O)=CC=1.O. The catalyst is CO. The product is [Br:1][C:2]1[CH:11]=[C:10]2[C:5](=[CH:4][C:3]=1[CH3:21])[C:6]([CH3:20])([CH3:19])[CH2:7][CH:8]=[C:9]2[C:13]1[CH:14]=[CH:15][CH:16]=[CH:17][CH:18]=1. The yield is 0.630. (3) The reactants are F[C:2](F)(F)[CH2:3][O:4]P(CC(OCC)=O)(OCC(F)(F)F)=O.[H-].[Na+].[CH:23]([C:25]1[N:29]([CH2:30][C:31]([O:33][CH2:34][CH3:35])=[O:32])[N:28]=[CH:27][CH:26]=1)=O.[Cl-].[NH4+]. The catalyst is O1CCCC1. The product is [OH:4][C:3]1[CH:2]=[CH:23][C:25]2[N:29]([N:28]=[CH:27][CH:26]=2)[C:30]=1[C:31]([O:33][CH2:34][CH3:35])=[O:32]. The yield is 0.880. (4) The reactants are Br[C:2]1[CH:3]=[C:4]([C:9]([O:11][CH3:12])=[O:10])[O:5][C:6]=1[CH2:7][CH3:8].C(=O)([O-])[O-].[K+].[K+].[CH3:19][N:20]1[C:24](B2OC(C)(C)C(C)(C)O2)=[CH:23][CH:22]=[N:21]1. The catalyst is CC(C)([P](C(C)(C)C)([Pd][P](C(C)(C)C)(C(C)(C)C)C(C)(C)C)C(C)(C)C)C. The product is [CH2:7]([C:6]1[O:5][C:4]([C:9]([O:11][CH3:12])=[O:10])=[CH:3][C:2]=1[C:24]1[N:20]([CH3:19])[N:21]=[CH:22][CH:23]=1)[CH3:8]. The yield is 0.713. (5) The reactants are [Cl:1][C:2]1[CH:7]=[C:6]([Cl:8])[CH:5]=[CH:4][C:3]=1[NH:9][C:10]([NH:12][C:13]1[C:14]([NH:23][CH2:24][CH2:25][CH2:26][OH:27])=[C:15]([CH:20]=[CH:21][CH:22]=1)[C:16]([O:18][CH3:19])=[O:17])=S.C(N(CC)CC)C.Cl.C(N=C=NCCCN(C)C)C. The catalyst is O1CCCC1.O. The product is [Cl:1][C:2]1[CH:7]=[C:6]([Cl:8])[CH:5]=[CH:4][C:3]=1[NH:9][C:10]1[N:23]([CH2:24][CH2:25][CH2:26][OH:27])[C:14]2[C:15]([C:16]([O:18][CH3:19])=[O:17])=[CH:20][CH:21]=[CH:22][C:13]=2[N:12]=1. The yield is 0.970. (6) The reactants are [CH2:1]([C:4]1[CH:13]=[CH:12][CH:11]=[C:10]2[C:5]=1[CH:6]=[CH:7][C:8]1[N:9]2[N:14]=[N:15][C:16]=1[C:17]([O:19][CH3:20])=[O:18])[CH:2]=C.I([O-])(=O)(=O)=[O:22].[Na+]. The catalyst is O.C1COCC1.O.[Os](=O)(=O)(=O)=O. The product is [O:22]=[CH:2][CH2:1][C:4]1[CH:13]=[CH:12][CH:11]=[C:10]2[C:5]=1[CH:6]=[CH:7][C:8]1[N:9]2[N:14]=[N:15][C:16]=1[C:17]([O:19][CH3:20])=[O:18]. The yield is 0.800.